This data is from Forward reaction prediction with 1.9M reactions from USPTO patents (1976-2016). The task is: Predict the product of the given reaction. (1) Given the reactants C(O)(=O)CCCCCCC/C=C\C[C@@H](CCCCCC)O.[C:22]([O:42][CH3:43])(=[O:41])[CH2:23][CH2:24][CH2:25][CH2:26][CH2:27][CH2:28][CH2:29]/[CH:30]=[CH:31]\[CH2:32][C@@H](CCCCCC)O, predict the reaction product. The product is: [C:22]([O:42][CH3:43])(=[O:41])[CH2:23][CH2:24][CH2:25][CH2:26][CH2:27][CH2:28][CH2:29][CH2:30][CH:31]=[CH2:32]. (2) Given the reactants C(O[C:5](=[O:7])[CH3:6])(=O)C.Cl.[CH3:9][N:10]1[CH:14]=[C:13]([NH2:15])[C:12]([CH3:16])=[N:11]1.C([O-])(=O)C.[K+], predict the reaction product. The product is: [CH3:9][N:10]1[CH:14]=[C:13]([NH:15][C:5](=[O:7])[CH3:6])[C:12]([CH3:16])=[N:11]1. (3) The product is: [CH3:1][C:2]1[CH:7]=[C:6]([CH3:8])[N:5]=[C:4]([N:9]2[CH2:16][CH:15]3[CH:11]([CH2:12][N:13]([C:25]([C:24]4[CH:28]=[CH:29][CH:30]=[C:22]([F:21])[C:23]=4[CH3:31])=[O:26])[CH2:14]3)[CH2:10]2)[N:3]=1. Given the reactants [CH3:1][C:2]1[CH:7]=[C:6]([CH3:8])[N:5]=[C:4]([N:9]2[CH2:16][CH:15]3[CH:11]([CH2:12][NH:13][CH2:14]3)[CH2:10]2)[N:3]=1.CC(O)=O.[F:21][C:22]1[C:23]([CH3:31])=[C:24]([CH:28]=[CH:29][CH:30]=1)[C:25](O)=[O:26], predict the reaction product.